From a dataset of Forward reaction prediction with 1.9M reactions from USPTO patents (1976-2016). Predict the product of the given reaction. (1) Given the reactants [CH3:1][C:2]1[CH:7]=[C:6]([CH3:8])[CH:5]=[CH:4][C:3]=1[CH:9]([C:21]1[CH:26]=[CH:25][CH:24]=[CH:23][CH:22]=1)[C:10]([NH:12][CH2:13][C:14]1[CH:19]=[CH:18][C:17]([OH:20])=[CH:16][CH:15]=1)=[O:11].Cl.Cl[CH2:29][C:30]1[C:31]([CH3:36])=[N:32][CH:33]=[CH:34][CH:35]=1.C([O-])([O-])=O.[K+].[K+].O, predict the reaction product. The product is: [CH3:1][C:2]1[CH:7]=[C:6]([CH3:8])[CH:5]=[CH:4][C:3]=1[CH:9]([C:21]1[CH:22]=[CH:23][CH:24]=[CH:25][CH:26]=1)[C:10]([NH:12][CH2:13][C:14]1[CH:19]=[CH:18][C:17]([O:20][CH2:29][C:30]2[C:31]([CH3:36])=[N:32][CH:33]=[CH:34][CH:35]=2)=[CH:16][CH:15]=1)=[O:11]. (2) Given the reactants [NH2:1][C:2]1[C:11]([C:12]#[N:13])=[C:10](Cl)[C:9]2[C:4](=[CH:5][CH:6]=[CH:7][CH:8]=2)[N:3]=1.[CH2:15]([NH2:22])[C:16]1[CH:21]=[CH:20][CH:19]=[CH:18][CH:17]=1, predict the reaction product. The product is: [NH2:1][C:2]1[C:11]([C:12]#[N:13])=[C:10]([NH:22][CH2:15][C:16]2[CH:21]=[CH:20][CH:19]=[CH:18][CH:17]=2)[C:9]2[C:4](=[CH:5][CH:6]=[CH:7][CH:8]=2)[N:3]=1. (3) Given the reactants [OH:1][C:2]1[CH:7]=[CH:6][C:5]([CH2:8][C:9]([O:11][CH3:12])=[O:10])=[CH:4][CH:3]=1.C1N2CN3CN(C2)CN1C3.FC(F)(F)[C:25](O)=[O:26], predict the reaction product. The product is: [CH:25]([C:7]1[CH:6]=[C:5]([CH2:8][C:9]([O:11][CH3:12])=[O:10])[CH:4]=[CH:3][C:2]=1[OH:1])=[O:26]. (4) Given the reactants C[O:2][C:3](=[O:33])[CH2:4][O:5][C:6]1[CH:11]=[C:10]([CH3:12])[CH:9]=[CH:8][C:7]=1[CH2:13][CH2:14][C:15]([N:17]1[CH2:22][C@H:21]([CH3:23])[N:20]([CH2:24][C:25]2[CH:30]=[CH:29][C:28]([F:31])=[CH:27][CH:26]=2)[CH2:19][C@H:18]1[CH3:32])=[O:16].O1CCCC1.CO.O.[OH-].[Li+], predict the reaction product. The product is: [F:31][C:28]1[CH:27]=[CH:26][C:25]([CH2:24][N:20]2[C@@H:21]([CH3:23])[CH2:22][N:17]([C:15](=[O:16])[CH2:14][CH2:13][C:7]3[CH:8]=[CH:9][C:10]([CH3:12])=[CH:11][C:6]=3[O:5][CH2:4][C:3]([OH:33])=[O:2])[C@H:18]([CH3:32])[CH2:19]2)=[CH:30][CH:29]=1. (5) The product is: [C:3]([C:2](=[C:10]([O:12][CH2:13][CH3:14])[CH3:11])[C:1]([O:7][CH2:8][CH3:9])=[O:6])(=[O:4])[CH3:5]. Given the reactants [C:1]([O:7][CH2:8][CH3:9])(=[O:6])[CH2:2][C:3]([CH3:5])=[O:4].[CH2:10]([O:12][C:13](OCC)=[CH2:14])[CH3:11].CCO, predict the reaction product. (6) Given the reactants [CH2:1]([O:8][NH:9][C@H:10]1[CH2:15][NH:14][C@H:13]([C:16]([NH2:18])=[O:17])[CH:12]=[C:11]1[CH2:19][CH2:20][N+:21]([O-:23])=[O:22])[C:2]1[CH:7]=[CH:6][CH:5]=[CH:4][CH:3]=1.[CH2:24]([O:27]N1C(=O)N2C[C@H]1C(C)=C[C@H]2C(N)=O)C=C, predict the reaction product. The product is: [CH2:1]([O:8][N:9]1[C:24](=[O:27])[N:14]2[CH2:15][C@H:10]1[C:11]([CH2:19][CH2:20][N+:21]([O-:23])=[O:22])=[CH:12][C@H:13]2[C:16]([NH2:18])=[O:17])[C:2]1[CH:3]=[CH:4][CH:5]=[CH:6][CH:7]=1. (7) Given the reactants [CH2:1]([O:8][C:9]1[CH:10]=[CH:11][C:12]2[C:13]3[N:21]([CH2:22][CH2:23][NH:24][C:25](=[O:31])[O:26][C:27]([CH3:30])([CH3:29])[CH3:28])[C:20]([CH2:32]Cl)=[N:19][C:14]=3[CH:15]=[N:16][C:17]=2[CH:18]=1)[C:2]1[CH:7]=[CH:6][CH:5]=[CH:4][CH:3]=1.CC(C)([O-])C.[K+], predict the reaction product. The product is: [CH2:1]([O:8][C:9]1[CH:18]=[C:17]2[C:12]([C:13]3[N:21]4[CH2:22][CH2:23][N:24]([C:25]([O:26][C:27]([CH3:30])([CH3:29])[CH3:28])=[O:31])[CH2:32][C:20]4=[N:19][C:14]=3[CH:15]=[N:16]2)=[CH:11][CH:10]=1)[C:2]1[CH:7]=[CH:6][CH:5]=[CH:4][CH:3]=1. (8) Given the reactants C(OC([N:8]1[CH:17]([CH:18]([OH:47])[CH:19]([O:21][C:22](=[O:46])[CH2:23][CH2:24][CH:25]([NH:38]C(OC(C)(C)C)=O)[C:26](=[O:37])[NH:27][CH:28]([C:30]([O:32]C(C)(C)C)=[O:31])[CH3:29])[CH3:20])[CH2:16][NH:15][C:14]2[NH:13][C:12]([NH2:48])=[N:11][C:10](=[O:49])[C:9]1=2)=O)(C)(C)C.FC(F)(F)C(O)=O.C(Cl)[Cl:58], predict the reaction product. The product is: [ClH:58].[ClH:58].[NH2:48][C:12]1[NH:11][C:10](=[O:49])[C:9]2[NH:8][CH:17]([CH:18]([OH:47])[CH:19]([O:21][C:22](=[O:46])[CH2:23][CH2:24][CH:25]([NH2:38])[C:26](=[O:37])[NH:27][CH:28]([C:30]([OH:32])=[O:31])[CH3:29])[CH3:20])[CH2:16][NH:15][C:14]=2[N:13]=1. (9) Given the reactants [C:1]1([C:11]([CH2:13][C:14]#[N:15])=O)[C:10]2[C:5](=[CH:6][CH:7]=[CH:8][CH:9]=2)[CH:4]=[CH:3][CH:2]=1.[NH2:16][NH2:17], predict the reaction product. The product is: [C:1]1([C:11]2[CH:13]=[C:14]([NH2:15])[NH:17][N:16]=2)[C:10]2[C:5](=[CH:6][CH:7]=[CH:8][CH:9]=2)[CH:4]=[CH:3][CH:2]=1.